Dataset: Full USPTO retrosynthesis dataset with 1.9M reactions from patents (1976-2016). Task: Predict the reactants needed to synthesize the given product. (1) Given the product [Cl:1][C:2]1[CH:7]=[CH:6][CH:5]=[CH:4][C:3]=1[CH2:8][CH2:9][C:10]([NH:31][C:30]1[CH:29]=[CH:28][S:27][C:26]=1[C:21]1[N:22]([CH3:25])[C:23](=[O:24])[C:18]([OH:17])=[C:19]([C:32]([OH:34])=[O:33])[N:20]=1)=[O:12], predict the reactants needed to synthesize it. The reactants are: [Cl:1][C:2]1[CH:7]=[CH:6][CH:5]=[CH:4][C:3]=1[CH2:8][CH2:9][C:10]([OH:12])=O.CC(C)(C)C([O:17][C:18]1[C:23](=[O:24])[N:22]([CH3:25])[C:21]([C:26]2[S:27][CH:28]=[CH:29][C:30]=2[NH2:31])=[N:20][C:19]=1[C:32]([O:34]C)=[O:33])=O. (2) Given the product [CH3:38][C:32]1[CH:31]=[N:30][C:29]([CH2:28][S+:26]([O-:27])[C:10]2[NH:11][C:6]3[CH:5]=[CH:4][C:3]([O:2][CH3:1])=[N:8][C:7]=3[N:9]=2)=[C:34]([CH3:35])[C:33]=1[O:36][CH3:37], predict the reactants needed to synthesize it. The reactants are: [CH3:1][O:2][C:3]1[N:8]=[C:7]2[N:9]=[C:10]([S:26]([CH2:28][C:29]3[C:34]([CH3:35])=[C:33]([O:36][CH3:37])[C:32]([CH3:38])=[CH:31][N:30]=3)=[O:27])[N:11](S(C3C=CC(OCC([O-])=O)=CC=3)(=O)=O)[C:6]2=[CH:5][CH:4]=1.[Na+].COC1N=C2N(S(C3C=CC(OCC([O-])=O)=CC=3)(=O)=O)C(S(CC3C(C)=C(OC)C(C)=CN=3)=O)=NC2=CC=1.[Na+]. (3) Given the product [F:38][C:31]1[C:32]([O:34][CH:35]([CH3:37])[CH3:36])=[CH:33][C:28]([CH2:27][OH:26])=[CH:29][C:30]=1[O:39][CH:40]([CH3:42])[CH3:41], predict the reactants needed to synthesize it. The reactants are: CCCC[N+](CCCC)(CCCC)CCCC.[F-].C([Si]([O:26][CH2:27][C:28]1[CH:33]=[C:32]([O:34][CH:35]([CH3:37])[CH3:36])[C:31]([F:38])=[C:30]([O:39][CH:40]([CH3:42])[CH3:41])[CH:29]=1)(C)C)(C)(C)C.